Predict the product of the given reaction. From a dataset of Forward reaction prediction with 1.9M reactions from USPTO patents (1976-2016). Given the reactants [NH2:1][C@@H:2]1[CH2:7][CH2:6][C@H:5]([NH:8][C:9]2[N:18]=[C:17]([N:19]([CH3:21])[CH3:20])[C:16]3[C:11](=[CH:12][CH:13]=[CH:14][CH:15]=3)[N:10]=2)[CH2:4][CH2:3]1.[N:22]([C:25]1[CH:30]=[CH:29][C:28]([O:31][CH3:32])=[C:27]([O:33][CH3:34])[CH:26]=1)=[C:23]=[O:24].O.[ClH:36], predict the reaction product. The product is: [ClH:36].[CH3:34][O:33][C:27]1[CH:26]=[C:25]([NH:22][C:23]([NH:1][C@H:2]2[CH2:3][CH2:4][C@@H:5]([NH:8][C:9]3[N:18]=[C:17]([N:19]([CH3:21])[CH3:20])[C:16]4[C:11](=[CH:12][CH:13]=[CH:14][CH:15]=4)[N:10]=3)[CH2:6][CH2:7]2)=[O:24])[CH:30]=[CH:29][C:28]=1[O:31][CH3:32].